Dataset: Reaction yield outcomes from USPTO patents with 853,638 reactions. Task: Predict the reaction yield, written as a fraction of the theoretical maximum amount of product (1.0 means a 100% yield; for example, 0.34 means a 34% yield). (1) The reactants are Cl[CH2:2][CH2:3][O:4][CH2:5][C:6]([O:8][CH2:9][CH3:10])=[O:7].[P:11]([O:18]CC)([O:15][CH2:16][CH3:17])[O:12][CH2:13][CH3:14]. No catalyst specified. The product is [CH2:13]([O:12][P:11]([CH2:2][CH2:3][O:4][CH2:5][C:6]([O:8][CH2:9][CH3:10])=[O:7])([O:15][CH2:16][CH3:17])=[O:18])[CH3:14]. The yield is 1.00. (2) The reactants are [Cl:1][C:2]1[CH:42]=[CH:41][C:5]2[NH:6][C:7]([C@@H:9]([NH:15][C:16](=[O:40])[C:17]3[CH:22]=[CH:21][C:20]([C:23]([N:25]4[CH2:29][CH2:28][CH2:27][C@H:26]4[CH2:30][NH:31][C:32]([O:34][C:35]([CH3:38])([CH3:37])[CH3:36])=[O:33])=[O:24])=[C:19]([Cl:39])[CH:18]=3)[CH2:10][CH2:11][S:12]([CH3:14])=[O:13])=[N:8][C:4]=2[CH:3]=1.ClC1C=C(C=CC=1)C(OO)=[O:48].ClCCl.CO.ClCl. The catalyst is ClCCl. The product is [Cl:1][C:2]1[CH:42]=[CH:41][C:5]2[NH:6][C:7]([C@@H:9]([NH:15][C:16](=[O:40])[C:17]3[CH:22]=[CH:21][C:20]([C:23]([N:25]4[CH2:29][CH2:28][CH2:27][C@H:26]4[CH2:30][NH:31][C:32]([O:34][C:35]([CH3:38])([CH3:37])[CH3:36])=[O:33])=[O:24])=[C:19]([Cl:39])[CH:18]=3)[CH2:10][CH2:11][S:12]([CH3:14])(=[O:48])=[O:13])=[N:8][C:4]=2[CH:3]=1. The yield is 0.460.